This data is from Peptide-MHC class I binding affinity with 185,985 pairs from IEDB/IMGT. The task is: Regression. Given a peptide amino acid sequence and an MHC pseudo amino acid sequence, predict their binding affinity value. This is MHC class I binding data. (1) The peptide sequence is PAHKSQLVW. The MHC is HLA-A31:01 with pseudo-sequence HLA-A31:01. The binding affinity (normalized) is 0.0847. (2) The peptide sequence is FAAFYFVFI. The MHC is HLA-A01:01 with pseudo-sequence HLA-A01:01. The binding affinity (normalized) is 0.0847. (3) The peptide sequence is CRAPRRQG. The binding affinity (normalized) is 0.151. The MHC is HLA-B27:05 with pseudo-sequence HLA-B27:05. (4) The peptide sequence is YFSFKKCLVY. The MHC is HLA-A68:01 with pseudo-sequence HLA-A68:01. The binding affinity (normalized) is 0.412. (5) The peptide sequence is SLAGGIIGV. The MHC is HLA-A02:01 with pseudo-sequence HLA-A02:01. The binding affinity (normalized) is 1.00.